Dataset: Full USPTO retrosynthesis dataset with 1.9M reactions from patents (1976-2016). Task: Predict the reactants needed to synthesize the given product. (1) Given the product [NH2:30][C@@H:18]([CH2:19][C:20]1[CH:21]=[CH:22][C:23]([C:26]([F:27])([F:29])[F:28])=[CH:24][CH:25]=1)[CH2:17][CH2:16][C:14]1[O:13][N:12]=[C:11]([C:7]2[CH:8]=[C:9]3[C:4](=[CH:5][CH:6]=2)[NH:3][C:2](=[O:1])[CH2:10]3)[N:15]=1, predict the reactants needed to synthesize it. The reactants are: [O:1]=[C:2]1[CH2:10][C:9]2[C:4](=[CH:5][CH:6]=[C:7]([C:11]3[N:15]=[C:14]([CH2:16][CH2:17][C@@H:18]([NH:30]C(=O)OC(C)(C)C)[CH2:19][C:20]4[CH:25]=[CH:24][C:23]([C:26]([F:29])([F:28])[F:27])=[CH:22][CH:21]=4)[O:13][N:12]=3)[CH:8]=2)[NH:3]1.C(O)(C(F)(F)F)=O. (2) Given the product [Cl:20][C:21]1[N:22]=[C:23]([C:28]([NH:1][C@H:2]2[CH2:7][CH2:6][N:5]([C:8]([O:10][C:11]([CH3:12])([CH3:13])[CH3:14])=[O:9])[CH2:4][C@H:3]2[O:15][CH2:16][CH:17]([CH3:19])[CH3:18])=[O:29])[NH:24][C:25]=1[CH2:26][CH3:27], predict the reactants needed to synthesize it. The reactants are: [NH2:1][C@H:2]1[CH2:7][CH2:6][N:5]([C:8]([O:10][C:11]([CH3:14])([CH3:13])[CH3:12])=[O:9])[CH2:4][C@H:3]1[O:15][CH2:16][CH:17]([CH3:19])[CH3:18].[Cl:20][C:21]1[N:22]=[C:23]([C:28](O)=[O:29])[NH:24][C:25]=1[CH2:26][CH3:27].CCN=C=NCCCN(C)C.Cl.C1C=CC2N(O)N=NC=2C=1. (3) Given the product [N:1]1[CH:2]=[CH:3][N:4]2[C:9]=1[CH:8]=[CH:7][C:6]([CH2:10][OH:11])=[N:5]2, predict the reactants needed to synthesize it. The reactants are: [N:1]1[CH:2]=[CH:3][N:4]2[C:9]=1[CH:8]=[CH:7][C:6]([C:10](OC)=[O:11])=[N:5]2.[BH4-].[Na+]. (4) Given the product [C:1]([S:5][CH2:6][C:7]1[CH:12]=[CH:11][C:10]([C:13]([C:18]2[CH:30]=[CH:29][C:21]([O:22][CH2:23][C@H:28]3[O:24][C:25](=[O:35])[CH2:26][CH2:27]3)=[C:20]([CH3:31])[CH:19]=2)([CH2:14][CH3:15])[CH2:16][CH3:17])=[CH:9][C:8]=1[CH3:32])([CH3:2])([CH3:3])[CH3:4], predict the reactants needed to synthesize it. The reactants are: [C:1]([S:5][CH2:6][C:7]1[CH:12]=[CH:11][C:10]([C:13]([C:18]2[CH:30]=[CH:29][C:21]([O:22][CH:23]3[CH2:28][CH2:27][CH2:26][CH2:25][O:24]3)=[C:20]([CH3:31])[CH:19]=2)([CH2:16][CH3:17])[CH2:14][CH3:15])=[CH:9][C:8]=1[CH3:32])([CH3:4])([CH3:3])[CH3:2].C(OCC)(=[O:35])C.O=C1O[C@H](COS(C2C=CC(C)=CC=2)(=O)=O)CC1.C([O-])([O-])=O.[K+].[K+]. (5) Given the product [OH:3][C@H:4]([C:23]1[CH:27]=[C:26]([O:28][CH2:29][C:30]2[CH:35]=[CH:34][C:33]([O:36][CH3:37])=[CH:32][CH:31]=2)[N:25]([C:38]2[CH:43]=[CH:42][CH:41]=[CH:40][CH:39]=2)[N:24]=1)[C@H:5]([CH:21]=[CH2:22])[C:6]([NH:8][C@@H:9]([CH2:14][C:15]1[CH:16]=[CH:17][CH:18]=[CH:19][CH:20]=1)[C:10]([OH:12])=[O:11])=[O:7], predict the reactants needed to synthesize it. The reactants are: [Li+].[OH-].[OH:3][C@H:4]([C:23]1[CH:27]=[C:26]([O:28][CH2:29][C:30]2[CH:35]=[CH:34][C:33]([O:36][CH3:37])=[CH:32][CH:31]=2)[N:25]([C:38]2[CH:43]=[CH:42][CH:41]=[CH:40][CH:39]=2)[N:24]=1)[C@H:5]([CH:21]=[CH2:22])[C:6]([NH:8][C@@H:9]([CH2:14][C:15]1[CH:20]=[CH:19][CH:18]=[CH:17][CH:16]=1)[C:10]([O:12]C)=[O:11])=[O:7].